The task is: Predict which catalyst facilitates the given reaction.. This data is from Catalyst prediction with 721,799 reactions and 888 catalyst types from USPTO. (1) Reactant: Cl.[NH2:2][C:3]1[CH:12]=[C:11]([C:13]([O:15][CH3:16])=[O:14])[CH:10]=[CH:9][C:4]=1[C:5](OC)=[O:6].[N:17]#[C:18][NH2:19]. Product: [NH2:19][C:18]1[N:2]=[C:3]2[CH:4]([C:5](=[O:6])[N:17]=1)[CH:9]=[CH:10][C:11]([C:13]([O:15][CH3:16])=[O:14])=[CH:12]2. The catalyst class is: 10. (2) Reactant: ClC1C(C2C(Cl)=CN=C([NH:23][C@H:24]3[CH2:29][CH2:28][C@H:27]([NH:30][CH2:31][C@H:32]([OH:37])[C:33]([F:36])([F:35])[F:34])[CH2:26][CH2:25]3)C=2)=NC(NCC2CCOCC2)=CC=1.N[C@H]1CC[C@H](N[C:46]2[CH:51]=[C:50]([C:52]3[C:57]([Cl:58])=[CH:56][CH:55]=[C:54]([NH:59][CH2:60][CH:61]4[CH2:66][CH2:65][O:64][C:63]([CH3:68])([CH3:67])[CH2:62]4)[N:53]=3)[C:49]([Cl:69])=[CH:48][N:47]=2)CC1.FC(F)(F)[C@H]1OC1. Product: [Cl:58][C:57]1[C:52]([NH:23][C@H:24]2[CH2:25][CH2:26][C@H:27]([NH:30][CH2:31][C@H:32]([OH:37])[C:33]([F:34])([F:35])[F:36])[CH2:28][CH2:29]2)([C:50]2[C:49]([Cl:69])=[CH:48][N:47]=[CH:46][CH:51]=2)[NH:53][C:54]([NH:59][CH2:60][CH:61]2[CH2:66][CH2:65][O:64][C:63]([CH3:68])([CH3:67])[CH2:62]2)=[CH:55][CH:56]=1. The catalyst class is: 41. (3) Reactant: [CH3:1][O:2][C:3]1[CH:8]=[CH:7][C:6]([CH:9]=[CH:10][C:11]2[O:15][N:14]=[C:13]([CH2:16][CH2:17][CH3:18])[N:12]=2)=[CH:5][C:4]=1[N+:19]([O-])=O.[OH-].[Na+]. Product: [CH3:1][O:2][C:3]1[CH:8]=[CH:7][C:6]([CH:9]=[CH:10][C:11]2[O:15][N:14]=[C:13]([CH2:16][CH2:17][CH3:18])[N:12]=2)=[CH:5][C:4]=1[NH2:19]. The catalyst class is: 13. (4) Reactant: [F:1][C:2]1[CH:7]=[CH:6][C:5]([CH2:8][O:9][C:10]2[CH:15]=[CH:14][C:13]([C:16]([F:19])([F:18])[F:17])=[CH:12][C:11]=2[C:20]2[C:21]([C:26]3[CH:31]=[C:30]([C:32]([O:34]C)=O)[CH:29]=[C:28]([C:36]([OH:38])=[O:37])[CH:27]=3)=[CH:22][CH:23]=[CH:24][CH:25]=2)=[CH:4][CH:3]=1.[CH3:39]N1CCOCC1.O.ON1C2C=CC=CC=2N=N1.Cl.CN(C)CCCC(N=C=N)C.[CH2:69]([NH2:73])[CH:70]([CH3:72])[CH3:71]. Product: [F:1][C:2]1[CH:7]=[CH:6][C:5]([CH2:8][O:9][C:10]2[CH:15]=[CH:14][C:13]([C:16]([F:17])([F:19])[F:18])=[CH:12][C:11]=2[C:20]2[C:21]([C:26]3[CH:31]=[C:30]([C:32]([NH:73][CH2:69][CH:70]([CH3:72])[CH3:71])=[O:34])[CH:29]=[C:28]([C:36]([O:38][CH3:39])=[O:37])[CH:27]=3)=[CH:22][CH:23]=[CH:24][CH:25]=2)=[CH:4][CH:3]=1. The catalyst class is: 96. (5) Reactant: Cl.[F:2][C:3]([F:29])([F:28])[C:4]1[CH:5]=[C:6]([CH:21]=[C:22]([C:24]([F:27])([F:26])[F:25])[CH:23]=1)[CH2:7][O:8][C@H:9]1[CH2:14][CH2:13][NH:12][CH2:11][C@H:10]1[C:15]1[CH:20]=[CH:19][CH:18]=[CH:17][CH:16]=1.CCN(CC)CC.[N:37]([CH2:40][C:41]([O:43][CH2:44][CH3:45])=[O:42])=[C:38]=[O:39].C(=O)([O-])O.[Na+]. Product: [F:29][C:3]([F:2])([F:28])[C:4]1[CH:5]=[C:6]([CH:21]=[C:22]([C:24]([F:27])([F:25])[F:26])[CH:23]=1)[CH2:7][O:8][C@H:9]1[CH2:14][CH2:13][N:12]([C:38]([NH:37][CH2:40][C:41]([O:43][CH2:44][CH3:45])=[O:42])=[O:39])[CH2:11][C@H:10]1[C:15]1[CH:16]=[CH:17][CH:18]=[CH:19][CH:20]=1. The catalyst class is: 1. (6) Reactant: [F:1][C:2]1[CH:7]=[C:6]([N+:8]([O-])=O)[CH:5]=[C:4]([F:11])[C:3]=1[Si:12]([CH3:15])([CH3:14])[CH3:13]. Product: [F:1][C:2]1[CH:7]=[C:6]([CH:5]=[C:4]([F:11])[C:3]=1[Si:12]([CH3:14])([CH3:13])[CH3:15])[NH2:8]. The catalyst class is: 129. (7) Reactant: [F:1][C:2]1[CH:15]=[C:14]([F:16])[CH:13]=[CH:12][C:3]=1[O:4][C:5]1[O:9][C:8]([CH:10]=O)=[CH:7][CH:6]=1.[NH3:17].CO. Product: [F:1][C:2]1[CH:15]=[C:14]([F:16])[CH:13]=[CH:12][C:3]=1[O:4][C:5]1[O:9][C:8]([CH2:10][NH2:17])=[CH:7][CH:6]=1. The catalyst class is: 181.